From a dataset of Forward reaction prediction with 1.9M reactions from USPTO patents (1976-2016). Predict the product of the given reaction. (1) The product is: [Cl:23][C:20]1[CH:21]=[CH:22][C:17]([NH:16][C:14]2[N:13]([CH3:24])[C:12]3[CH:25]=[CH:26][C:9]([O:8][C:6]4[CH:5]=[CH:4][N:3]=[C:2]([NH:1][C:41](=[O:48])[C:42]5[CH:47]=[CH:46][CH:45]=[CH:44][CH:43]=5)[CH:7]=4)=[CH:10][C:11]=3[N:15]=2)=[CH:18][CH:19]=1. Given the reactants [NH2:1][C:2]1[CH:7]=[C:6]([O:8][C:9]2[CH:26]=[CH:25][C:12]3[N:13]([CH3:24])[C:14]([NH:16][C:17]4[CH:22]=[CH:21][C:20]([Cl:23])=[CH:19][CH:18]=4)=[N:15][C:11]=3[CH:10]=2)[CH:5]=[CH:4][N:3]=1.C(Cl)CCl.C1C=NC2N(O)N=NC=2C=1.[C:41](O)(=[O:48])[C:42]1[CH:47]=[CH:46][CH:45]=[CH:44][CH:43]=1, predict the reaction product. (2) Given the reactants [Br:1][C:2]1[CH:11]=[CH:10][CH:9]=[C:8]2[C:3]=1[N:4]=[C:5](Cl)[C:6]([CH3:12])=[N:7]2.[C:14]1(B(O)O)[CH:19]=[CH:18][CH:17]=[CH:16][CH:15]=1.C([O-])([O-])=O.[Na+].[Na+], predict the reaction product. The product is: [Br:1][C:2]1[CH:11]=[CH:10][CH:9]=[C:8]2[C:3]=1[N:4]=[C:5]([C:14]1[CH:19]=[CH:18][CH:17]=[CH:16][CH:15]=1)[C:6]([CH3:12])=[N:7]2. (3) Given the reactants [CH:1]1([C@H:4]([NH:11][C@@H](C(C)C)CO)[C:5]2[CH:10]=[CH:9][CH:8]=[CH:7][CH:6]=2)[CH2:3][CH2:2]1, predict the reaction product. The product is: [CH:1]1([C@H:4]([NH2:11])[C:5]2[CH:10]=[CH:9][CH:8]=[CH:7][CH:6]=2)[CH2:2][CH2:3]1. (4) Given the reactants C(N(CC)CC)C.[CH:8]([C:10]1[C:18]2[C:13](=[CH:14][CH:15]=[CH:16][CH:17]=2)[N:12](C(OC(C)(C)C)=O)[CH:11]=1)=[O:9].[CH:26](=[N:33][C:34]1[CH:35]=[C:36]([CH2:42][OH:43])[CH:37]=[C:38]([O:40][CH3:41])[CH:39]=1)[C:27]1[CH:32]=[CH:31][CH:30]=[CH:29][CH:28]=1, predict the reaction product. The product is: [OH:43][CH2:42][C:36]1[CH:35]=[C:34]([NH:33][CH:26]([C:27]2[CH:32]=[CH:31][CH:30]=[CH:29][CH:28]=2)[C:8]([C:10]2[C:18]3[C:13](=[CH:14][CH:15]=[CH:16][CH:17]=3)[NH:12][CH:11]=2)=[O:9])[CH:39]=[C:38]([O:40][CH3:41])[CH:37]=1. (5) The product is: [F:1][C:2]1[CH:7]=[CH:6][C:5]([C:8]#[C:9][C:16]([CH:18]2[CH2:23][CH2:22][CH2:21][N:20]([C:24]([O:26][C:27]([CH3:30])([CH3:29])[CH3:28])=[O:25])[CH2:19]2)=[O:17])=[CH:4][CH:3]=1. Given the reactants [F:1][C:2]1[CH:7]=[CH:6][C:5]([C:8]#[CH:9])=[CH:4][CH:3]=1.C[Mg]Br.CON(C)[C:16]([CH:18]1[CH2:23][CH2:22][CH2:21][N:20]([C:24]([O:26][C:27]([CH3:30])([CH3:29])[CH3:28])=[O:25])[CH2:19]1)=[O:17], predict the reaction product. (6) Given the reactants [CH2:1]([O:3][CH:4]([O:32][CH2:33][CH3:34])[C:5]1[N:10]=[C:9](S(CC2C=CC=CC=2)(=O)=O)[N:8]=[C:7]([NH:21][C:22]2[S:23][C:24]3[CH:30]=[C:29]([Br:31])[CH:28]=[CH:27][C:25]=3[N:26]=2)[CH:6]=1)[CH3:2].[NH2:35][C@H:36]1[CH2:41][CH2:40][C@H:39]([OH:42])[CH2:38][CH2:37]1.O.C(=O)(O)[O-].[Na+], predict the reaction product. The product is: [CH2:33]([O:32][CH:4]([O:3][CH2:1][CH3:2])[C:5]1[CH:6]=[C:7]([NH:21][C:22]2[S:23][C:24]3[CH:30]=[C:29]([Br:31])[CH:28]=[CH:27][C:25]=3[N:26]=2)[N:8]=[C:9]([NH:35][C@H:36]2[CH2:41][CH2:40][C@H:39]([OH:42])[CH2:38][CH2:37]2)[N:10]=1)[CH3:34].